From a dataset of Reaction yield outcomes from USPTO patents with 853,638 reactions. Predict the reaction yield, written as a fraction of the theoretical maximum amount of product (1.0 means a 100% yield; for example, 0.34 means a 34% yield). (1) The reactants are [O:1]1[C:5]2[CH:6]=[C:7]([NH2:11])[C:8]([NH2:10])=[CH:9][C:4]=2[O:3][CH2:2]1.[C:12](=S)=[S:13]. The catalyst is CO. The product is [O:1]1[C:5]2[C:4](=[CH:9][C:8]3[NH:10][C:12]([SH:13])=[N:11][C:7]=3[CH:6]=2)[O:3][CH2:2]1. The yield is 0.561. (2) The reactants are [NH2:1][C:2]1[S:6][C:5]([C:7]2[CH:12]=[CH:11][C:10]([O:13][CH3:14])=[CH:9][CH:8]=2)=[N:4][C:3]=1[C:15]([O:17]CC)=[O:16].[OH-].[Li+].Cl. The catalyst is C1COCC1. The product is [NH2:1][C:2]1[S:6][C:5]([C:7]2[CH:8]=[CH:9][C:10]([O:13][CH3:14])=[CH:11][CH:12]=2)=[N:4][C:3]=1[C:15]([OH:17])=[O:16]. The yield is 1.00. (3) The reactants are [CH3:1][C:2]1[CH:7]=[CH:6][N:5]=[C:4]([NH2:8])[C:3]=1[N+:9]([O-])=O.[H][H].[CH3:14]O. The catalyst is [Ni]. The product is [CH3:1][C:2]1[CH:7]=[CH:6][N:5]=[C:4]2[NH:8][CH:14]=[N:9][C:3]=12. The yield is 0.700.